From a dataset of NCI-60 drug combinations with 297,098 pairs across 59 cell lines. Regression. Given two drug SMILES strings and cell line genomic features, predict the synergy score measuring deviation from expected non-interaction effect. (1) Drug 1: CC12CCC3C(C1CCC2O)C(CC4=C3C=CC(=C4)O)CCCCCCCCCS(=O)CCCC(C(F)(F)F)(F)F. Drug 2: B(C(CC(C)C)NC(=O)C(CC1=CC=CC=C1)NC(=O)C2=NC=CN=C2)(O)O. Cell line: OVCAR-4. Synergy scores: CSS=50.4, Synergy_ZIP=-0.629, Synergy_Bliss=-1.32, Synergy_Loewe=-0.933, Synergy_HSA=-1.02. (2) Drug 1: C1CC(C1)(C(=O)O)C(=O)O.[NH2-].[NH2-].[Pt+2]. Drug 2: C1=NC2=C(N1)C(=S)N=CN2. Cell line: HOP-62. Synergy scores: CSS=32.1, Synergy_ZIP=-7.12, Synergy_Bliss=-10.3, Synergy_Loewe=-9.01, Synergy_HSA=-5.71. (3) Drug 1: CCC(=C(C1=CC=CC=C1)C2=CC=C(C=C2)OCCN(C)C)C3=CC=CC=C3.C(C(=O)O)C(CC(=O)O)(C(=O)O)O. Drug 2: CS(=O)(=O)OCCCCOS(=O)(=O)C. Cell line: NCIH23. Synergy scores: CSS=4.55, Synergy_ZIP=-2.63, Synergy_Bliss=-2.56, Synergy_Loewe=-2.66, Synergy_HSA=-2.24. (4) Drug 1: CC1=CC2C(CCC3(C2CCC3(C(=O)C)OC(=O)C)C)C4(C1=CC(=O)CC4)C. Drug 2: C1=C(C(=O)NC(=O)N1)F. Cell line: HOP-92. Synergy scores: CSS=1.97, Synergy_ZIP=1.52, Synergy_Bliss=-5.45, Synergy_Loewe=-15.1, Synergy_HSA=-11.9. (5) Drug 1: CN1C(=O)N2C=NC(=C2N=N1)C(=O)N. Drug 2: C1=NNC2=C1C(=O)NC=N2. Cell line: OVCAR-4. Synergy scores: CSS=5.17, Synergy_ZIP=-2.43, Synergy_Bliss=-2.42, Synergy_Loewe=0.357, Synergy_HSA=-0.300. (6) Drug 1: C1CN1P(=S)(N2CC2)N3CC3. Drug 2: C1=NC(=NC(=O)N1C2C(C(C(O2)CO)O)O)N. Cell line: RPMI-8226. Synergy scores: CSS=62.2, Synergy_ZIP=-1.99, Synergy_Bliss=1.20, Synergy_Loewe=-21.7, Synergy_HSA=1.30.